Task: Predict the reactants needed to synthesize the given product.. Dataset: Full USPTO retrosynthesis dataset with 1.9M reactions from patents (1976-2016) (1) Given the product [C:1]([O:5][C:6]([N:8]1[CH2:12][CH2:11][C@H:10]([C@H:13]([OH:14])[CH:22]([CH2:23][CH3:24])[CH2:21][CH3:20])[CH2:9]1)=[O:7])([CH3:4])([CH3:3])[CH3:2], predict the reactants needed to synthesize it. The reactants are: [C:1]([O:5][C:6]([N:8]1[CH2:12][CH2:11][C@H:10]([CH:13]=[O:14])[CH2:9]1)=[O:7])([CH3:4])([CH3:3])[CH3:2].C1COCC1.[CH3:20][CH2:21][CH:22]([Mg]Br)[CH2:23][CH3:24].CCOCC.[NH4+].[Cl-]. (2) Given the product [CH3:22][C:19]1[CH:18]=[CH:17][C:16]([C:15]2[N:14]=[C:13]3[CH:23]=[N:24][N:25]([CH:26]4[CH2:31][CH2:30][NH:29][CH2:28][CH2:27]4)[C:12]3=[CH:11][C:10]=2[C:7]2[CH:6]=[CH:5][C:4]([C:2]#[N:3])=[CH:9][CH:8]=2)=[CH:21][CH:20]=1, predict the reactants needed to synthesize it. The reactants are: Cl.[C:2]([C:4]1[CH:9]=[CH:8][C:7]([C:10]2[CH:11]=[C:12]3[N:25]([CH:26]4[CH2:31][CH2:30][N:29](C(OC(C)(C)C)=O)[CH2:28][CH2:27]4)[N:24]=[CH:23][C:13]3=[N:14][C:15]=2[C:16]2[CH:21]=[CH:20][C:19]([CH3:22])=[CH:18][CH:17]=2)=[CH:6][CH:5]=1)#[N:3]. (3) Given the product [CH3:1][O:2][C:3]1[CH:35]=[C:34]([O:36][CH3:37])[CH:33]=[CH:32][C:4]=1[CH2:5][N:6]1[C:11]([C:12]2[CH:17]=[CH:16][C:15]([N:18]([CH3:20])[CH3:19])=[CH:14][CH:13]=2)=[C:10]([C:21]#[C:22][CH3:39])[C:9]([OH:27])=[C:8]([C:28]([OH:30])=[O:29])[C:7]1=[O:31], predict the reactants needed to synthesize it. The reactants are: [CH3:1][O:2][C:3]1[CH:35]=[C:34]([O:36][CH3:37])[CH:33]=[CH:32][C:4]=1[CH2:5][N:6]1[C:11]([C:12]2[CH:17]=[CH:16][C:15]([N:18]([CH3:20])[CH3:19])=[CH:14][CH:13]=2)=[C:10]([C:21]#[C:22][Si](C)(C)C)[C:9]([OH:27])=[C:8]([C:28]([OH:30])=[O:29])[C:7]1=[O:31].[Si](O[K])(C)(C)[CH3:39].Cl. (4) Given the product [CH2:9]([N:1]([CH2:9][C:10]1[CH:15]=[CH:14][CH:13]=[CH:12][CH:11]=1)[C@H:2]1[CH2:7][CH2:6][C@H:5]([OH:8])[CH2:4][CH2:3]1)[C:10]1[CH:15]=[CH:14][CH:13]=[CH:12][CH:11]=1, predict the reactants needed to synthesize it. The reactants are: [NH2:1][C@H:2]1[CH2:7][CH2:6][C@H:5]([OH:8])[CH2:4][CH2:3]1.[CH:9](=O)[C:10]1[CH:15]=[CH:14][CH:13]=[CH:12][CH:11]=1. (5) Given the product [CH3:1][N:2]1[C:6]2[CH:7]=[CH:8][C:9]([N:11]3[CH:16]=[C:15]([C:17]([O:19][CH2:20][CH3:21])=[O:18])[C:14](=[O:22])[N:13]([C@H:32]4[C:33]5[C:29](=[C:28]([C:27]([F:26])([F:38])[F:39])[CH:36]=[CH:35][CH:34]=5)[CH2:30][CH2:31]4)[C:12]3=[O:23])=[CH:10][C:5]=2[N:4]([CH3:24])[C:3]1=[O:25], predict the reactants needed to synthesize it. The reactants are: [CH3:1][N:2]1[C:6]2[CH:7]=[CH:8][C:9]([N:11]3[CH:16]=[C:15]([C:17]([O:19][CH2:20][CH3:21])=[O:18])[C:14](=[O:22])[NH:13][C:12]3=[O:23])=[CH:10][C:5]=2[N:4]([CH3:24])[C:3]1=[O:25].[F:26][C:27]([F:39])([F:38])[C:28]1[CH:36]=[CH:35][CH:34]=[C:33]2[C:29]=1[CH2:30][CH2:31][C@@H:32]2O.C1(P(C2C=CC=CC=2)C2C=CC=CC=2)C=CC=CC=1.N(C(OC(C)C)=O)=NC(OC(C)C)=O.Cl.